From a dataset of Reaction yield outcomes from USPTO patents with 853,638 reactions. Predict the reaction yield, written as a fraction of the theoretical maximum amount of product (1.0 means a 100% yield; for example, 0.34 means a 34% yield). (1) The reactants are [S:1]1[CH2:5][CH2:4][N:3]=[C:2]1[C:6]1[NH:7][C:8]2[C:13]([CH:14]=1)=[CH:12][CH:11]=[CH:10][C:9]=2[NH2:15].[CH3:16][C:17]1[O:21][C:20]([C:22]([F:25])([F:24])[F:23])=[C:19]([S:26](Cl)(=[O:28])=[O:27])[CH:18]=1. The catalyst is N1C=CC=CC=1. The product is [S:1]1[CH2:5][CH2:4][N:3]=[C:2]1[C:6]1[NH:7][C:8]2[C:13]([CH:14]=1)=[CH:12][CH:11]=[CH:10][C:9]=2[NH:15][S:26]([C:19]1[CH:18]=[C:17]([CH3:16])[O:21][C:20]=1[C:22]([F:25])([F:23])[F:24])(=[O:28])=[O:27]. The yield is 0.460. (2) The reactants are BrCCBr.C[Si](Cl)(C)C.[CH:10]1([CH2:15]I)[CH2:14][CH2:13][CH2:12][CH2:11]1.[Cl-].[Li+].[Cu](C#N)C#N.[C:24]([O:28][CH3:29])(=[O:27])[C:25]#[CH:26].[I:30]I. The catalyst is O1CCCC1.[Zn]. The product is [CH3:29][O:28][C:24](=[O:27])/[C:25](/[I:30])=[CH:26]\[CH2:15][CH:10]1[CH2:11][CH2:12][CH2:13][CH2:14]1. The yield is 0.860. (3) The reactants are [OH:1][C@H:2]1[CH2:7][CH2:6][C@H:5]([NH:8][C:9](=[O:15])[O:10][C:11]([CH3:14])([CH3:13])[CH3:12])[CH2:4][CH2:3]1.C1C=C[NH+]=CC=1.[O-][Cr](Cl)(=O)=O. The catalyst is ClCCl. The product is [O:1]=[C:2]1[CH2:3][CH2:4][CH:5]([NH:8][C:9](=[O:15])[O:10][C:11]([CH3:13])([CH3:12])[CH3:14])[CH2:6][CH2:7]1. The yield is 0.800. (4) The reactants are [CH3:1][O:2][CH:3]([O:17][CH3:18])[CH2:4][C:5]1[CH:10]=[CH:9][CH:8]=[C:7]([N+:11]([O-])=O)[C:6]=1[N+:14]([O-])=O. The catalyst is CO.[Pd]. The product is [CH3:18][O:17][CH:3]([O:2][CH3:1])[CH2:4][C:5]1[CH:10]=[CH:9][CH:8]=[C:7]([NH2:11])[C:6]=1[NH2:14]. The yield is 0.730. (5) The reactants are [CH3:1][O:2][C:3]1[CH:10]=[C:9]([N:11]2[CH:20]=[C:19]([C:21]3[CH:26]=[CH:25][C:24]([C:27]([F:30])([F:29])[F:28])=[CH:23][CH:22]=3)[C:18]3[C:13](=[CH:14][CH:15]=[C:16]([O:31][CH3:32])[CH:17]=3)[C:12]2=[O:33])[CH:8]=[CH:7][C:4]=1[CH:5]=[O:6].[BH4-].[Na+]. The catalyst is C(O)C. The product is [OH:6][CH2:5][C:4]1[CH:7]=[CH:8][C:9]([N:11]2[CH:20]=[C:19]([C:21]3[CH:22]=[CH:23][C:24]([C:27]([F:30])([F:29])[F:28])=[CH:25][CH:26]=3)[C:18]3[C:13](=[CH:14][CH:15]=[C:16]([O:31][CH3:32])[CH:17]=3)[C:12]2=[O:33])=[CH:10][C:3]=1[O:2][CH3:1]. The yield is 0.950. (6) The reactants are Br[C:2]1[NH:3][C:4]2[C:9]([C:10]=1[CH:11]1[CH2:16][CH2:15][CH2:14][CH2:13][CH2:12]1)=[CH:8][CH:7]=[C:6]([C:17]([O:19][CH3:20])=[O:18])[CH:5]=2.[Cl:21][C:22]1[CH:27]=[CH:26][C:25](B(O)O)=[CH:24][CH:23]=1.C([O-])([O-])=O.[Na+].[Na+]. The catalyst is COCCOC.CCO.CCOC(C)=O.[Cl-].[Na+].O.C1C=CC([P]([Pd]([P](C2C=CC=CC=2)(C2C=CC=CC=2)C2C=CC=CC=2)([P](C2C=CC=CC=2)(C2C=CC=CC=2)C2C=CC=CC=2)[P](C2C=CC=CC=2)(C2C=CC=CC=2)C2C=CC=CC=2)(C2C=CC=CC=2)C2C=CC=CC=2)=CC=1. The product is [Cl:21][C:22]1[CH:27]=[CH:26][C:25]([C:2]2[NH:3][C:4]3[C:9]([C:10]=2[CH:11]2[CH2:16][CH2:15][CH2:14][CH2:13][CH2:12]2)=[CH:8][CH:7]=[C:6]([C:17]([O:19][CH3:20])=[O:18])[CH:5]=3)=[CH:24][CH:23]=1. The yield is 0.860. (7) The reactants are [Cl:1][C:2]1[CH:3]=[C:4]([OH:17])[CH:5]=[CH:6][C:7]=1[CH2:8][C:9]1[CH:14]=[CH:13][C:12]([CH2:15][CH3:16])=[CH:11][CH:10]=1.[H-].[Na+].[C:20]([O:23][C@@H:24]1[C@@H:29]([O:30][C:31](=[O:33])[CH3:32])[C@H:28]([O:34][C:35](=[O:37])[CH3:36])[C@@H:27]([CH2:38][O:39][C:40](=[O:42])[CH3:41])[O:26][C@@:25]1([O:56][CH3:57])[CH2:43][CH2:44]OS(C1C=CC(C)=CC=1)(=O)=O)(=[O:22])[CH3:21].[O-]C1C=CC=CC=1. The catalyst is CN(C=O)C.CCOC(C)=O. The product is [C:20]([O:23][C@@H:24]1[C@@H:29]([O:30][C:31](=[O:33])[CH3:32])[C@H:28]([O:34][C:35](=[O:37])[CH3:36])[C@@H:27]([CH2:38][O:39][C:40](=[O:42])[CH3:41])[O:26][C@:25]1([CH2:43][CH2:44][O:17][C:4]1[CH:5]=[CH:6][C:7]([CH2:8][C:9]2[CH:14]=[CH:13][C:12]([CH2:15][CH3:16])=[CH:11][CH:10]=2)=[C:2]([Cl:1])[CH:3]=1)[O:56][CH3:57])(=[O:22])[CH3:21]. The yield is 0.170. (8) The reactants are [CH:1]([C:4]1[CH:9]=[CH:8][CH:7]=[CH:6][N+:5]=1[O-])([CH3:3])[CH3:2].[C:11]([Si](C)(C)C)#[N:12].C(N(CC)C(Cl)=O)C.C(=O)([O-])[O-].[K+].[K+]. The catalyst is ClCCCl. The product is [C:11]([C:6]1[CH:7]=[CH:8][CH:9]=[C:4]([CH:1]([CH3:3])[CH3:2])[N:5]=1)#[N:12]. The yield is 0.740.